This data is from Full USPTO retrosynthesis dataset with 1.9M reactions from patents (1976-2016). The task is: Predict the reactants needed to synthesize the given product. Given the product [Si:12]([O:19][C@H:20]([CH3:40])[CH2:21][N:22]([C:8]([C:7]1[C:6]([Cl:11])=[N:5][CH:4]=[N:3][C:2]=1[Cl:1])=[O:9])[C:23]1[CH:24]=[CH:25][C:26]([C@H:29]2[CH2:30][CH2:31][C@H:32]([CH2:35][C:36]([O:38][CH3:39])=[O:37])[CH2:33][CH2:34]2)=[CH:27][CH:28]=1)([C:15]([CH3:18])([CH3:17])[CH3:16])([CH3:13])[CH3:14], predict the reactants needed to synthesize it. The reactants are: [Cl:1][C:2]1[C:7]([C:8](Cl)=[O:9])=[C:6]([Cl:11])[N:5]=[CH:4][N:3]=1.[Si:12]([O:19][C@H:20]([CH3:40])[CH2:21][NH:22][C:23]1[CH:28]=[CH:27][C:26]([C@H:29]2[CH2:34][CH2:33][C@H:32]([CH2:35][C:36]([O:38][CH3:39])=[O:37])[CH2:31][CH2:30]2)=[CH:25][CH:24]=1)([C:15]([CH3:18])([CH3:17])[CH3:16])([CH3:14])[CH3:13].C(N(CC)CC)C.